The task is: Predict the product of the given reaction.. This data is from Forward reaction prediction with 1.9M reactions from USPTO patents (1976-2016). (1) Given the reactants [C:1]([NH2:9])(=[O:8])[C:2]1[CH:7]=[CH:6][N:5]=[CH:4][CH:3]=1.[CH3:10][N:11]([CH:13](OC)OC)[CH3:12], predict the reaction product. The product is: [CH3:10][N:11]([CH:13]=[N:9][C:1](=[O:8])[C:2]1[CH:7]=[CH:6][N:5]=[CH:4][CH:3]=1)[CH3:12]. (2) Given the reactants [Br:1][C:2]1[C:3]([CH3:19])=[C:4]([C:8]([NH:11]C(OC(C)(C)C)=O)=[CH:9][CH:10]=1)[C:5]([OH:7])=[O:6], predict the reaction product. The product is: [NH2:11][C:8]1[C:4]([C:5]([OH:7])=[O:6])=[C:3]([CH3:19])[C:2]([Br:1])=[CH:10][CH:9]=1. (3) Given the reactants [C:1](OC(=O)C)(=[O:3])[CH3:2].[NH2:8][C:9]1[CH:14]=[CH:13][C:12]([O:15][CH3:16])=[CH:11][C:10]=1[S:17][C:18]1[CH:25]=[CH:24][C:21]([C:22]#[N:23])=[CH:20][C:19]=1[N+:26]([O-:28])=[O:27], predict the reaction product. The product is: [C:22]([C:21]1[CH:24]=[CH:25][C:18]([S:17][C:10]2[CH:11]=[C:12]([O:15][CH3:16])[CH:13]=[CH:14][C:9]=2[NH:8][C:1](=[O:3])[CH3:2])=[C:19]([N+:26]([O-:28])=[O:27])[CH:20]=1)#[N:23]. (4) Given the reactants [O:1]1[C:7]2[CH:8]=[C:9]([C:12]([O:14][CH3:15])=[O:13])[CH:10]=[CH:11][C:6]=2[CH2:5][NH:4][CH2:3][CH2:2]1.CCN(CC)CC.[N:23]1([C:29](Cl)=[O:30])[CH2:28][CH2:27][CH2:26][CH2:25][CH2:24]1, predict the reaction product. The product is: [N:23]1([C:29]([N:4]2[CH2:5][C:6]3[CH:11]=[CH:10][C:9]([C:12]([O:14][CH3:15])=[O:13])=[CH:8][C:7]=3[O:1][CH2:2][CH2:3]2)=[O:30])[CH2:28][CH2:27][CH2:26][CH2:25][CH2:24]1. (5) Given the reactants COC1C=CC(C[N:8]2[C:12]3[N:13]=[CH:14][C:15]4[CH2:16][N:17]([C:21]([NH:23][C:24]5[CH:25]=[C:26]([CH:30]=[CH:31][CH:32]=5)[C:27]([OH:29])=O)=[O:22])[CH2:18][CH2:19][C:20]=4[C:11]=3[CH:10]=[N:9]2)=CC=1.[NH2:35][C:36]1[CH:41]=[CH:40][CH:39]=[CH:38][CH:37]=1, predict the reaction product. The product is: [C:36]1([NH:35][C:27]([C:26]2[CH:25]=[C:24]([NH:23][C:21]([N:17]3[CH2:16][C:15]4[CH:14]=[N:13][C:12]5[NH:8][N:9]=[CH:10][C:11]=5[C:20]=4[CH2:19][CH2:18]3)=[O:22])[CH:32]=[CH:31][CH:30]=2)=[O:29])[CH:41]=[CH:40][CH:39]=[CH:38][CH:37]=1.